From a dataset of Forward reaction prediction with 1.9M reactions from USPTO patents (1976-2016). Predict the product of the given reaction. (1) Given the reactants [F:1][C:2]1[CH:7]=[CH:6][C:5]([C:8](=[O:20])[CH2:9][C:10]2[CH:11]=[C:12]([CH:17]=[CH:18][CH:19]=2)[C:13]([O:15][CH3:16])=[O:14])=[CH:4][CH:3]=1.[CH2:21](Br)[CH:22]=[CH:23][C:24]1[CH:29]=[CH:28][CH:27]=[CH:26][CH:25]=1.[H-].[Na+].[NH4+].[Cl-], predict the reaction product. The product is: [F:1][C:2]1[CH:3]=[CH:4][C:5]([C:8]([CH:9]([C:10]2[CH:11]=[C:12]([CH:17]=[CH:18][CH:19]=2)[C:13]([O:15][CH3:16])=[O:14])[CH2:21]/[CH:22]=[CH:23]/[C:24]2[CH:29]=[CH:28][CH:27]=[CH:26][CH:25]=2)=[O:20])=[CH:6][CH:7]=1. (2) Given the reactants ClC1[N:7]=[CH:6][C:5]2[C:8]3([CH2:13][CH2:12]3)C(=O)[NH:10][C:4]=2[CH:3]=1.[H-].[H-].[H-].[H-].[Li+].[Al+3], predict the reaction product. The product is: [NH:10]1[C:4]2[C:5](=[CH:8][CH:13]=[CH:12][CH:3]=2)[CH2:6][NH:7]1. (3) The product is: [NH2:55][C:56]1[CH:61]=[CH:60][CH:59]=[CH:58][C:57]=1[NH:62][C:63](=[O:74])[C:64]1[CH:69]=[CH:68][C:67]([NH:70][CH2:71][CH2:72][NH:73][C:39]([C:40]2[C:41]([CH3:42])=[C:53]([CH:54]=[N:14][N:13]=[C:7]3[C:6]4[C:75](=[CH:11][C:3]([O:2][CH3:1])=[CH:4][CH:5]=4)[NH:76][C:78]3=[O:79])[NH:50][C:51]=2[CH3:52])=[O:38])=[N:66][CH:65]=1. Given the reactants [CH3:1][O:2][C:3]1[CH:11]=C2[C:6]([C:7](=[N:13][N:14]=CC3(C)CC(C)(C(O)=O)CN3)C(=O)N2)=[CH:5][CH:4]=1.Cl.C(N=C=NCCCN(C)C)C.[OH:38][C:39]1C2N=NNC=2[CH:42]=[CH:41][CH:40]=1.C([N:50]([CH2:53][CH3:54])[CH2:51][CH3:52])C.[NH2:55][C:56]1[CH:61]=[CH:60][CH:59]=[CH:58][C:57]=1[NH:62][C:63](=[O:74])[C:64]1[CH:69]=[CH:68][C:67]([NH:70][CH2:71][CH2:72][NH2:73])=[N:66][CH:65]=1.[CH3:75][N:76]([CH:78]=[O:79])C, predict the reaction product. (4) Given the reactants [OH:1][C:2]1[C:3]([C:8]([OH:10])=O)=[N:4][CH:5]=[CH:6][CH:7]=1.[F:11][C:12]([F:25])([F:24])[C:13]1[CH:14]=[C:15]([CH:17]=[C:18]([C:20]([F:23])([F:22])[F:21])[CH:19]=1)[NH2:16], predict the reaction product. The product is: [F:11][C:12]([F:24])([F:25])[C:13]1[CH:14]=[C:15]([NH:16][C:8]([C:3]2[C:2]([OH:1])=[CH:7][CH:6]=[CH:5][N:4]=2)=[O:10])[CH:17]=[C:18]([C:20]([F:21])([F:23])[F:22])[CH:19]=1. (5) Given the reactants [I:1]NC1C=CC=CC=1.F[P-](F)(F)(F)(F)F.[N:16]1(O[P+](N(C)C)(N(C)C)N(C)C)[C:20]2[CH:21]=[CH:22][CH:23]=[CH:24][C:19]=2N=N1.[CH2:36]([O:43][C:44]([N:46]1[CH2:49][CH:48]([C:50]([OH:52])=O)[CH2:47]1)=[O:45])[C:37]1[CH:42]=[CH:41][CH:40]=[CH:39][CH:38]=1.C(N(CC)CC)C.C([O-])([O-])=O.[Na+].[Na+], predict the reaction product. The product is: [CH2:36]([O:43][C:44]([N:46]1[CH2:49][CH:48]([C:50](=[O:52])[NH:16][C:20]2[CH:21]=[CH:22][CH:23]=[CH:24][C:19]=2[I:1])[CH2:47]1)=[O:45])[C:37]1[CH:42]=[CH:41][CH:40]=[CH:39][CH:38]=1.